From a dataset of HIV replication inhibition screening data with 41,000+ compounds from the AIDS Antiviral Screen. Binary Classification. Given a drug SMILES string, predict its activity (active/inactive) in a high-throughput screening assay against a specified biological target. (1) The drug is O=C1NNC=Nc2ccc(cc2)S(=O)(=O)c2ccc(cc2)N=CNNC1=O. The result is 0 (inactive). (2) The compound is CCC1(CC)c2ccccc2C(CC)(CC)[N+]1(C)C. The result is 0 (inactive). (3) The drug is CCOC(=O)N1CCC2(CC1)CC(Sc1ccccc1)(C(C)=O)C(C)O2. The result is 0 (inactive). (4) The molecule is CCC(=N)NNC(=O)OC(C)(C)C. The result is 0 (inactive). (5) The compound is CCOC(=O)C(C)c1nc2cc(N3CCOCC3)c(F)cc2nc1O. The result is 0 (inactive). (6) The compound is COc1cc(C=C2CCC(C)C3=C2N=c2sc(=Cc4ccc(Cl)cc4)c(=O)n2C3c2cc(OC)c(OC)c(OC)c2)cc(OC)c1OC. The result is 0 (inactive). (7) The molecule is CCCCCCCCCCCCCCCCOC1OC(CS(=O)(=O)S(=O)(=O)CC2OC(OCCCCCCCCCCCCCCCC)C(O)C(O)C2O)C(O)C(O)C1O. The result is 0 (inactive). (8) The drug is CC(NC(=O)OC(C)(C)C)C(=O)NC(Cc1ccccc1)C(=O)NCC(=O)ON=C1CCCC1. The result is 0 (inactive). (9) The compound is CCCCCC(O)C(C)C=C1SCCCS1. The result is 0 (inactive).